From a dataset of Forward reaction prediction with 1.9M reactions from USPTO patents (1976-2016). Predict the product of the given reaction. Given the reactants C(OC([NH:8][CH2:9][C:10]1[C:11]([CH2:27][CH:28]([CH3:30])[CH3:29])=[N:12][C:13]([CH3:26])=[C:14]([C:18]=1[C:19]1[CH:24]=[CH:23][C:22]([CH3:25])=[CH:21][CH:20]=1)[C:15]([OH:17])=[O:16])=O)(C)(C)C.[CH2:31](Br)[C:32]1[CH:37]=[CH:36][CH:35]=[CH:34][CH:33]=1.C(=O)([O-])[O-].[K+].[K+], predict the reaction product. The product is: [NH2:8][CH2:9][C:10]1[C:11]([CH2:27][CH:28]([CH3:30])[CH3:29])=[N:12][C:13]([CH3:26])=[C:14]([C:18]=1[C:19]1[CH:24]=[CH:23][C:22]([CH3:25])=[CH:21][CH:20]=1)[C:15]([O:17][CH2:31][C:32]1[CH:37]=[CH:36][CH:35]=[CH:34][CH:33]=1)=[O:16].